Dataset: NCI-60 drug combinations with 297,098 pairs across 59 cell lines. Task: Regression. Given two drug SMILES strings and cell line genomic features, predict the synergy score measuring deviation from expected non-interaction effect. (1) Drug 1: C1=CC(=CC=C1C#N)C(C2=CC=C(C=C2)C#N)N3C=NC=N3. Drug 2: CN1C(=O)N2C=NC(=C2N=N1)C(=O)N. Cell line: RPMI-8226. Synergy scores: CSS=8.51, Synergy_ZIP=0.00939, Synergy_Bliss=3.18, Synergy_Loewe=6.55, Synergy_HSA=1.15. (2) Drug 2: CC(C)NC(=O)C1=CC=C(C=C1)CNNC.Cl. Cell line: SF-268. Drug 1: CC=C1C(=O)NC(C(=O)OC2CC(=O)NC(C(=O)NC(CSSCCC=C2)C(=O)N1)C(C)C)C(C)C. Synergy scores: CSS=42.0, Synergy_ZIP=1.85, Synergy_Bliss=0.851, Synergy_Loewe=-50.4, Synergy_HSA=0.191.